Task: Predict the reactants needed to synthesize the given product.. Dataset: Full USPTO retrosynthesis dataset with 1.9M reactions from patents (1976-2016) (1) The reactants are: [C:1]([O:5][C:6]([N:8]1[CH2:13][CH2:12][C:11]2[S:14][C:15](C(O)=O)=[CH:16][C:10]=2[CH2:9]1)=[O:7])([CH3:4])([CH3:3])[CH3:2].C1(P(N=[N+]=[N-])(C2C=CC=CC=2)=O)C=CC=CC=1.Cl.[Cl:38][C:39]1[CH:40]=[C:41]2[C:46](=[CH:47][CH:48]=1)[CH:45]=[C:44]([S:49]([N:52]1[CH2:57][CH2:56][NH:55][CH2:54][CH2:53]1)(=[O:51])=[O:50])[CH:43]=[CH:42]2.[OH-:58].[Na+].C([N:62]([CH2:65]C)CC)C. Given the product [C:1]([O:5][C:6]([N:8]1[CH2:13][CH2:12][C:11]2[S:14][C:15]([NH:62][C:65]([N:55]3[CH2:54][CH2:53][N:52]([S:49]([C:44]4[CH:43]=[CH:42][C:41]5[C:46](=[CH:47][CH:48]=[C:39]([Cl:38])[CH:40]=5)[CH:45]=4)(=[O:50])=[O:51])[CH2:57][CH2:56]3)=[O:58])=[CH:16][C:10]=2[CH2:9]1)=[O:7])([CH3:2])([CH3:3])[CH3:4], predict the reactants needed to synthesize it. (2) Given the product [CH2:1]([O:8][C:9]([N:11]1[CH2:22][C@@H:17]([OH:16])[C@H:18]([O:19][CH2:20][CH3:21])[C@H:12]1[CH:13]=[O:14])=[O:10])[C:2]1[CH:3]=[CH:4][CH:5]=[CH:6][CH:7]=1, predict the reactants needed to synthesize it. The reactants are: [CH2:1]([O:8][C:9]([N:11]1[CH2:22][C@@H:17]2[C@H:18]([O:19][CH2:20][CH3:21])[C@H:12]1[CH:13]([O:16]2)[O:14]C)=[O:10])[C:2]1[CH:7]=[CH:6][CH:5]=[CH:4][CH:3]=1.FC(F)(F)C(O)=O. (3) The reactants are: [CH3:1][C:2]([O:5][C:6]([NH:8][CH:9]1[CH2:14][CH2:13][N:12]([CH2:15][CH:16]([C:21]2[C:30]3[C:25](=[CH:26][CH:27]=[C:28]([O:31][CH3:32])[N:29]=3)[N:24]=[CH:23][C:22]=2[F:33])[C:17](OC)=[O:18])[CH2:11][CH2:10]1)=[O:7])([CH3:4])[CH3:3].[H-].[Al+3].[Li+].[H-].[H-].[H-].O.[OH-].[Na+]. Given the product [F:33][C:22]1[CH:23]=[N:24][C:25]2[C:30]([C:21]=1[CH:16]([CH2:17][OH:18])[CH2:15][N:12]1[CH2:11][CH2:10][CH:9]([NH:8][C:6](=[O:7])[O:5][C:2]([CH3:3])([CH3:4])[CH3:1])[CH2:14][CH2:13]1)=[N:29][C:28]([O:31][CH3:32])=[CH:27][CH:26]=2, predict the reactants needed to synthesize it. (4) Given the product [CH2:1]([C:8]1[CH:9]=[N:10][C:11]2[C:16]([C:17]=1[C:18]1[CH:19]=[C:20]([NH:24][CH2:35][C:34]3[CH:37]=[CH:38][CH:39]=[C:32]([O:31][CH2:29][CH3:30])[C:33]=3[OH:40])[CH:21]=[CH:22][CH:23]=1)=[CH:15][CH:14]=[CH:13][C:12]=2[C:25]([F:28])([F:26])[F:27])[C:2]1[CH:3]=[CH:4][CH:5]=[CH:6][CH:7]=1, predict the reactants needed to synthesize it. The reactants are: [CH2:1]([C:8]1[CH:9]=[N:10][C:11]2[C:16]([C:17]=1[C:18]1[CH:19]=[C:20]([NH2:24])[CH:21]=[CH:22][CH:23]=1)=[CH:15][CH:14]=[CH:13][C:12]=2[C:25]([F:28])([F:27])[F:26])[C:2]1[CH:7]=[CH:6][CH:5]=[CH:4][CH:3]=1.[CH2:29]([O:31][C:32]1[C:33]([OH:40])=[C:34]([CH:37]=[CH:38][CH:39]=1)[CH:35]=O)[CH3:30]. (5) Given the product [OH:18][CH:19]1[CH2:22][C:21]([CH2:45][C:46]#[N:47])([N:23]2[CH:27]=[C:26]([C:28]3[C:29]4[CH:36]=[CH:35][N:34]([CH2:37][O:38][CH2:39][CH2:40][Si:41]([CH3:42])([CH3:44])[CH3:43])[C:30]=4[N:31]=[CH:32][N:33]=3)[CH:25]=[N:24]2)[CH2:20]1, predict the reactants needed to synthesize it. The reactants are: [Si]([O:18][CH:19]1[CH2:22][C:21]([CH2:45][C:46]#[N:47])([N:23]2[CH:27]=[C:26]([C:28]3[C:29]4[CH:36]=[CH:35][N:34]([CH2:37][O:38][CH2:39][CH2:40][Si:41]([CH3:44])([CH3:43])[CH3:42])[C:30]=4[N:31]=[CH:32][N:33]=3)[CH:25]=[N:24]2)[CH2:20]1)(C(C)(C)C)(C1C=CC=CC=1)C1C=CC=CC=1.[OH-].[Na+]. (6) Given the product [Cl:10][C:11]1[C:12]([CH3:20])=[C:13]([C:16]([Cl:19])=[CH:17][CH:18]=1)[CH:14]=[O:5], predict the reactants needed to synthesize it. The reactants are: C[O-].[Na+].[N+](C(C)C)([O-])=[O:5].[Cl:10][C:11]1[C:12]([CH3:20])=[C:13]([C:16]([Cl:19])=[CH:17][CH:18]=1)[CH2:14]Br.Cl. (7) Given the product [Cl:25][C:22]1[CH:23]=[CH:24][C:19]([CH2:18][CH:5]2[CH2:9][CH2:8][C:7]3([CH2:10][O:11][C:12]([CH3:16])([CH3:15])[O:13][CH2:14]3)[C:6]2=[O:17])=[CH:20][CH:21]=1, predict the reactants needed to synthesize it. The reactants are: COC([C:5]1([CH2:18][C:19]2[CH:24]=[CH:23][C:22]([Cl:25])=[CH:21][CH:20]=2)[CH2:9][CH2:8][C:7]2([CH2:14][O:13][C:12]([CH3:16])([CH3:15])[O:11][CH2:10]2)[C:6]1=[O:17])=O.C(N(CC)CC)C.Cl.C(N(CC)CC)C.O.C(=O)(O)[O-].[Na+]. (8) The reactants are: [CH3:1][O:2][C:3]([C:5]1[C:10]([NH2:11])=[N:9][CH:8]=[C:7](Br)[N:6]=1)=[O:4].[CH3:13]OC1C=CC=C(OC)C=1C1C=CC=CC=1P(C1CCCCC1)C1CCCCC1.CB(O)O.P([O-])([O-])([O-])=O.[K+].[K+].[K+]. Given the product [CH3:1][O:2][C:3]([C:5]1[C:10]([NH2:11])=[N:9][CH:8]=[C:7]([CH3:13])[N:6]=1)=[O:4], predict the reactants needed to synthesize it. (9) Given the product [Cl:17][C:11]1[C:10]([CH3:18])=[C:9]([C:6]2[CH:7]=[CH:8][N:4]([CH2:3][C@@H:2]([NH:1][C:25]([C:23]3[N:22]=[CH:21][S:20][CH:24]=3)=[O:26])[CH3:19])[N:5]=2)[CH:16]=[CH:15][C:12]=1[C:13]#[N:14], predict the reactants needed to synthesize it. The reactants are: [NH2:1][C@@H:2]([CH3:19])[CH2:3][N:4]1[CH:8]=[CH:7][C:6]([C:9]2[CH:16]=[CH:15][C:12]([C:13]#[N:14])=[C:11]([Cl:17])[C:10]=2[CH3:18])=[N:5]1.[S:20]1[CH:24]=[C:23]([C:25](O)=[O:26])[N:22]=[CH:21]1.C1C=CC2N(O)N=NC=2C=1.CCN(C(C)C)C(C)C.CCN=C=NCCCN(C)C. (10) The reactants are: [NH2:1][C:2]1[C:3]([O:12][CH2:13][CH3:14])=[CH:4][C:5]([Cl:11])=[C:6]([CH:10]=1)[C:7]([O-:9])=[O:8].[K+].[N:16]([O-])=O.[Na+].[Sn](Cl)Cl. Given the product [Cl:11][C:5]1[CH:4]=[C:3]([O:12][CH2:13][CH3:14])[C:2]([NH:1][NH2:16])=[CH:10][C:6]=1[C:7]([OH:9])=[O:8], predict the reactants needed to synthesize it.